This data is from NCI-60 drug combinations with 297,098 pairs across 59 cell lines. The task is: Regression. Given two drug SMILES strings and cell line genomic features, predict the synergy score measuring deviation from expected non-interaction effect. Drug 1: C1=C(C(=O)NC(=O)N1)N(CCCl)CCCl. Drug 2: C(CC(=O)O)C(=O)CN.Cl. Cell line: MDA-MB-435. Synergy scores: CSS=-7.95, Synergy_ZIP=-0.812, Synergy_Bliss=-8.23, Synergy_Loewe=-10.9, Synergy_HSA=-10.6.